Dataset: Full USPTO retrosynthesis dataset with 1.9M reactions from patents (1976-2016). Task: Predict the reactants needed to synthesize the given product. (1) Given the product [F:8][C:5]1[CH:4]=[C:3]2[C:2]([N:1]=[C:19]([C:18]([F:27])([F:26])[F:17])[C:10]([OH:16])=[N:9]2)=[CH:7][CH:6]=1, predict the reactants needed to synthesize it. The reactants are: [NH2:1][C:2]1[CH:7]=[CH:6][C:5]([F:8])=[CH:4][C:3]=1[NH:9][C:10](=[O:16])OC(C)(C)C.[F:17][C:18]([F:27])([F:26])[C:19](=O)C(OCC)=O.[OH-].[Na+]. (2) Given the product [Cl:25][C:26]1[CH:27]=[C:28]([CH:31]=[CH:32][C:33]=1[O:8][C:6]1[CH:5]=[CH:4][C:3]([CH:9]([CH3:24])[C:10]([OH:15])([C:16]2[CH:17]=[CH:18][C:19](=[O:23])[N:20]([CH3:22])[CH:21]=2)[C:11]([F:13])([F:14])[F:12])=[C:2]([Cl:1])[CH:7]=1)[C:29]#[N:30], predict the reactants needed to synthesize it. The reactants are: [Cl:1][C:2]1[CH:7]=[C:6]([OH:8])[CH:5]=[CH:4][C:3]=1[CH:9]([CH3:24])[C:10]([C:16]1[CH:17]=[CH:18][C:19](=[O:23])[N:20]([CH3:22])[CH:21]=1)([OH:15])[C:11]([F:14])([F:13])[F:12].[Cl:25][C:26]1[CH:27]=[C:28]([CH:31]=[CH:32][C:33]=1F)[C:29]#[N:30].C(=O)([O-])[O-].[Cs+].[Cs+]. (3) Given the product [C:18]([O:17][C:15]([N:10]1[CH2:11][C@@H:12]([CH3:14])[CH2:13][C@H:9]1[C:7]1[NH:6][C:5]2[CH:22]=[CH:23][C:2]([C:25]#[C:24][C:26]3[CH:31]=[CH:30][C:29]([C:32]4[N:33]=[C:34]([C@@H:37]5[CH2:41][C@H:40]([CH3:42])[CH2:39][N:38]5[C:43]([O:45][C:46]([CH3:47])([CH3:49])[CH3:48])=[O:44])[NH:35][CH:36]=4)=[CH:28][CH:27]=3)=[CH:3][C:4]=2[N:8]=1)=[O:16])([CH3:21])([CH3:20])[CH3:19], predict the reactants needed to synthesize it. The reactants are: I[C:2]1[CH:23]=[CH:22][C:5]2[NH:6][C:7]([C@@H:9]3[CH2:13][C@H:12]([CH3:14])[CH2:11][N:10]3[C:15]([O:17][C:18]([CH3:21])([CH3:20])[CH3:19])=[O:16])=[N:8][C:4]=2[CH:3]=1.[C:24]([C:26]1[CH:31]=[CH:30][C:29]([C:32]2[N:33]=[C:34]([C@@H:37]3[CH2:41][C@H:40]([CH3:42])[CH2:39][N:38]3[C:43]([O:45][C:46]([CH3:49])([CH3:48])[CH3:47])=[O:44])[NH:35][CH:36]=2)=[CH:28][CH:27]=1)#[CH:25].C(Cl)Cl. (4) Given the product [C:23]([C:22]1[CH:28]=[C:29]([NH2:30])[N:1]([C:2]2[CH:3]=[C:4]3[C:9](=[CH:10][CH:11]=2)[CH2:8][NH:7][C:6](=[O:12])[CH2:5]3)[N:13]=1)([CH3:26])([CH3:25])[CH3:24], predict the reactants needed to synthesize it. The reactants are: [NH2:1][C:2]1[CH:3]=[C:4]2[C:9](=[CH:10][CH:11]=1)[CH2:8][NH:7][C:6](=[O:12])[CH2:5]2.[N:13]([O-])=O.[Na+].O.O.Cl[Sn]Cl.[C:22]([CH2:28][C:29]#[N:30])(=O)[C:23]([CH3:26])([CH3:25])[CH3:24]. (5) Given the product [CH3:19][C:20]1[CH:25]=[CH:24][C:23]([S:26]([O:1][CH2:2][C@H:3]2[CH2:7][CH2:6][C@@H:5]([NH:8][C:30]([O:33][C:3]([CH3:7])([CH3:4])[CH3:2])=[O:31])[CH2:4]2)(=[O:28])=[O:27])=[CH:22][CH:21]=1, predict the reactants needed to synthesize it. The reactants are: [OH:1][CH2:2][C@H:3]1[CH2:7][CH2:6][C@@H:5]([NH:8]C(=O)CC(C)(C)C)[CH2:4]1.C(Cl)Cl.[CH3:19][C:20]1[CH:25]=[CH:24][C:23]([S:26](Cl)(=[O:28])=[O:27])=[CH:22][CH:21]=1.[C:30]([O-:33])(O)=[O:31].[Na+].